This data is from Catalyst prediction with 721,799 reactions and 888 catalyst types from USPTO. The task is: Predict which catalyst facilitates the given reaction. (1) Reactant: [CH2:1]([O:5][C:6]1[CH:11]=[CH:10][C:9]([S:12](Cl)(=[O:14])=[O:13])=[CH:8][CH:7]=1)[CH:2]([CH3:4])[CH3:3].[CH3:16][C:17]1[CH:21]=[C:20]([NH2:22])[N:19]([C:23]2[CH:32]=[CH:31][CH:30]=[C:29]3[C:24]=2[CH:25]=[CH:26][CH:27]=[N:28]3)[N:18]=1.C(=O)(O)[O-].[Na+]. Product: [CH2:1]([O:5][C:6]1[CH:11]=[CH:10][C:9]([S:12]([NH:22][C:20]2[N:19]([C:23]3[CH:32]=[CH:31][CH:30]=[C:29]4[C:24]=3[CH:25]=[CH:26][CH:27]=[N:28]4)[N:18]=[C:17]([CH3:16])[CH:21]=2)(=[O:14])=[O:13])=[CH:8][CH:7]=1)[CH:2]([CH3:4])[CH3:3]. The catalyst class is: 341. (2) Reactant: [Cl:1][C:2]1[CH:3]=[C:4]2[C:8](=[CH:9][CH:10]=1)[C:7](=O)[CH2:6][CH2:5]2.Cl.[NH2:13][OH:14].C([O-])(=O)C.[Na+]. Product: [Cl:1][C:2]1[CH:3]=[C:4]2[C:8](=[CH:9][CH:10]=1)[C:7](=[N:13][OH:14])[CH2:6][CH2:5]2. The catalyst class is: 20.